From a dataset of Forward reaction prediction with 1.9M reactions from USPTO patents (1976-2016). Predict the product of the given reaction. (1) Given the reactants [F:1][C:2]([F:14])([F:13])[CH:3]([OH:12])[C:4]([C:6]1[CH:11]=[CH:10][CH:9]=[CH:8][CH:7]=1)=[O:5].[C:15](OC(=O)C)(=[O:17])[CH3:16], predict the reaction product. The product is: [C:4]([CH:3]([O:12][C:15](=[O:17])[CH3:16])[C:2]([F:13])([F:14])[F:1])(=[O:5])[C:6]1[CH:11]=[CH:10][CH:9]=[CH:8][CH:7]=1. (2) The product is: [N+:11]([C:10]1[C:2]([CH3:1])=[CH:3][C:4]([C:5]([NH:17][CH3:15])=[O:6])=[CH:8][C:9]=1[CH3:14])([O-:13])=[O:12]. Given the reactants [CH3:1][C:2]1[CH:3]=[C:4]([CH:8]=[C:9]([CH3:14])[C:10]=1[N+:11]([O-:13])=[O:12])[C:5](O)=[O:6].[C:15](N1C=CN=C1)([N:17]1C=CN=C1)=O.CN, predict the reaction product.